Dataset: Full USPTO retrosynthesis dataset with 1.9M reactions from patents (1976-2016). Task: Predict the reactants needed to synthesize the given product. Given the product [CH:7]([C:6]1[O:9][C:3]([CH:2]=[O:1])=[CH:4][CH:5]=1)=[O:8], predict the reactants needed to synthesize it. The reactants are: [OH:1][CH2:2][C:3]1[O:9][C:6]([CH:7]=[O:8])=[CH:5][CH:4]=1.O=C[C@@H]([C@H]([C@H]([C@@H](CO)O)O)O)O.